Dataset: Experimentally validated miRNA-target interactions with 360,000+ pairs, plus equal number of negative samples. Task: Binary Classification. Given a miRNA mature sequence and a target amino acid sequence, predict their likelihood of interaction. (1) The miRNA is mmu-miR-673-5p with sequence CUCACAGCUCUGGUCCUUGGAG. The protein sequence of the target gene is MLGARVAAHLDALGPLVPYVPPPLLPSMFYVGLFFVNVLILYYAFLMEYIVLNVGLVFLPEDMDQALVDLGVLSDPGSGLYDADSELDVFDAYLE. Result: 0 (no interaction). (2) The protein sequence of the target gene is MLGARRLLGALRLCSSVSCPRPRASAKMRVRDALRVQDARGECVTVQGWIRSVRSQKEVLFLHVNDGSSLESLQIVADSSFDSRELTFGSSVQVQGQLVKSQSKRQNVELKAEKIEVIGDCEAKAFPIKYKERHPLEYLRQYPHLRCRTNALGSILRVRSEATAAIHSYFKDNGFVHIHTPVLTSNDCEGAGELFQVEPSSKIKGPKESFFDVPAFLTVSGQLHLEVMSGAFTQVFTFGPTFRAENSQSRRHLAEFYMVEAEISFVESLQDLMQVMEELFKATTEMVLSHCPEDVELCHQ.... The miRNA is cel-miR-51-5p with sequence UACCCGUAGCUCCUAUCCAUGUU. Result: 0 (no interaction). (3) The miRNA is hsa-miR-3167 with sequence AGGAUUUCAGAAAUACUGGUGU. The protein sequence of the target gene is MASLDLPYRCPRCGEHKRFRSLSSLRAHLEYSHTYETLYILSKTNSICDGAAAAAAAAAAASGFPLAPEPAALLAVPGARREVFESTSFQGKEQAAGPSPAAPHLLHHHHHHAPLAHFPGDLVPASLPCEELAEPGLVPAAAARYALREIEIPLGELFARKSVASSACSTPPPGPGPGPCPGPASASPASPSPADVAYEEGLARLKIRALEKLEVDRRLERLSEEVEQKIAGQVGRLQAELERKAAELETARQESARLGREKEELEERASELSRQVDVSVELLASLKQDLVHKEQELSRK.... Result: 0 (no interaction). (4) The miRNA is hsa-miR-6790-3p with sequence CGACCUCGGCGACCCCUCACU. The protein sequence of the target gene is MGESIPLAAPVPVEQAVLETFFSHLGIFSYDKAKDNVEKEREANKSAGGSWLSLLAALAHLAAAEKVYHSLTYLGQKLGGQSFFSRKDSIRTIYTSLHNELKKVVTGRGALGGTAPHVEELLSHLSEQLCFFVQARMEMADFYEKMYTLSTQKFINAEELVGLLDAIMKKYSSRFHHPILSPLESSFQLEVDVLCHLLKAQAQVSEWKFLPSLVNLHSAHTKLQTWGQIFEKQRETKKHLFGGQSQKAVQPPHLFLWLMKLKNMLLAKFSFYFHEALSRQTTASEMKTLTAKANPDFFGK.... Result: 1 (interaction). (5) The miRNA is hsa-miR-6817-3p with sequence UCUCUCUGACUCCAUGGCA. The protein sequence of the target gene is MGSPRAARPPLLLRPVKLLRRRFRLLLALAVVSVGLWTLYLELVASAQVGGNPLNRRYGSWRELAKALASRNIPAVDPHLQFYHPQRLSLEDHDIDQGVSSNSSYLKWNKPVPWLSEFRGRANLHVFEDWCGSSIQQLRRNLHFPLYPHIRTTLRKLAVSPKWTNYGLRIFGYLHPFTDGKIQFAIAADDNAEFWLSLDDQVSGLQLLASVGKTGKEWTAPGEFGKFRSQISKPVSLSASHRYYFEVLHKQNEEGTDHVEVAWRRNDPGAKFTIIDSLSLSLFTNETFLQMDEVGHIPQT.... Result: 1 (interaction).